Predict the reactants needed to synthesize the given product. From a dataset of Full USPTO retrosynthesis dataset with 1.9M reactions from patents (1976-2016). (1) Given the product [N-:1]([S:2]([C:5]([C:8]([F:11])([F:9])[F:10])([F:6])[F:7])(=[O:3])=[O:4])[S:12]([C:15]([C:18]([F:21])([F:20])[F:19])([F:17])[F:16])(=[O:14])=[O:13].[O:23]=[C:24]1[CH2:28][CH2:27][CH2:26][S+:25]1[CH2:29][CH2:30][C:31]1[CH:36]=[CH:35][CH:34]=[CH:33][CH:32]=1, predict the reactants needed to synthesize it. The reactants are: [N-:1]([S:12]([C:15]([C:18]([F:21])([F:20])[F:19])([F:17])[F:16])(=[O:14])=[O:13])[S:2]([C:5]([C:8]([F:11])([F:10])[F:9])([F:7])[F:6])(=[O:4])=[O:3].[Br-].[O:23]=[C:24]1[CH2:28][CH2:27][CH2:26][S+:25]1[CH2:29][CH2:30][C:31]1[CH:36]=[CH:35][CH:34]=[CH:33][CH:32]=1. (2) Given the product [CH2:14]([N:10]1[CH2:9][C:8]2[N:7]=[CH:6][CH:5]=[C:4]([NH2:1])[C:13]=2[CH2:12][CH2:11]1)[C:15]1[CH:20]=[CH:19][CH:18]=[CH:17][CH:16]=1, predict the reactants needed to synthesize it. The reactants are: [N:1]([C:4]1[C:13]2[CH2:12][CH2:11][N:10]([CH2:14][C:15]3[CH:20]=[CH:19][CH:18]=[CH:17][CH:16]=3)[CH2:9][C:8]=2[N:7]=[CH:6][CH:5]=1)=[N+]=[N-].C1C=CC(P(C2C=CC=CC=2)C2C=CC=CC=2)=CC=1. (3) Given the product [C:1]12([C:11]3[C:12]4[O:32][C:30]([CH3:31])=[N:28][C:13]=4[CH:14]=[C:15]([C:17]4[N:18]=[CH:19][C:20]([CH:23]=[O:27])=[CH:21][CH:22]=4)[CH:16]=3)[CH2:10][CH:5]3[CH2:4][CH:3]([CH2:9][CH:7]([CH2:6]3)[CH2:8]1)[CH2:2]2, predict the reactants needed to synthesize it. The reactants are: [C:1]12([C:11]3[CH:16]=[C:15]([C:17]4[CH:22]=[CH:21][C:20]([CH:23]5[O:27]CCO5)=[CH:19][N:18]=4)[CH:14]=[C:13]([NH2:28])[C:12]=3O)[CH2:10][CH:5]3[CH2:6][CH:7]([CH2:9][CH:3]([CH2:4]3)[CH2:2]1)[CH2:8]2.[C:30](OC(=O)C)(=[O:32])[CH3:31].C1(C)C=CC(S(O)(=O)=O)=CC=1. (4) The reactants are: [CH:1]([CH:3]1[CH2:8][CH2:7][CH2:6][S:5](=[O:10])(=[O:9])[NH:4]1)=[CH2:2].[CH2:11]([O:18][C:19]1[CH:24]=[C:23](I)[CH:22]=[CH:21][C:20]=1[N:26]1[S:30](=[O:32])(=[O:31])[N:29](CC[Si](C)(C)C)[C:28](=[O:39])[CH2:27]1)[C:12]1[CH:17]=[CH:16][CH:15]=[CH:14][CH:13]=1.C(N(CC)CC)C. Given the product [CH2:11]([O:18][C:19]1[CH:24]=[C:23](/[CH:2]=[CH:1]/[CH:3]2[CH2:8][CH2:7][CH2:6][S:5](=[O:10])(=[O:9])[NH:4]2)[CH:22]=[CH:21][C:20]=1[N:26]1[S:30](=[O:32])(=[O:31])[NH:29][C:28](=[O:39])[CH2:27]1)[C:12]1[CH:13]=[CH:14][CH:15]=[CH:16][CH:17]=1, predict the reactants needed to synthesize it. (5) Given the product [NH2:8][C:5]1[CH:6]=[CH:7][C:2]([N:11]2[CH2:16][CH2:15][CH2:14][CH:13]([NH:17][C:18](=[O:24])[O:19][C:20]([CH3:22])([CH3:21])[CH3:23])[CH2:12]2)=[N:3][CH:4]=1, predict the reactants needed to synthesize it. The reactants are: Cl[C:2]1[CH:7]=[CH:6][C:5]([N+:8]([O-])=O)=[CH:4][N:3]=1.[NH:11]1[CH2:16][CH2:15][CH2:14][CH:13]([NH:17][C:18](=[O:24])[O:19][C:20]([CH3:23])([CH3:22])[CH3:21])[CH2:12]1.C(N(CC)CC)C.